This data is from Full USPTO retrosynthesis dataset with 1.9M reactions from patents (1976-2016). The task is: Predict the reactants needed to synthesize the given product. Given the product [Cl:6][C:7]1[C:8]([C:30]2[C:38]3[C:33](=[CH:34][CH:35]=[CH:36][CH:37]=3)[NH:32][CH:31]=2)=[N:9][C:10]([NH:13][C:14]2[C:19]([O:20][CH3:21])=[CH:18][C:17]([C:22]3[CH2:23][CH2:24][N:25]([CH3:28])[CH2:26][CH:27]=3)=[C:16]([NH:29][C:1](=[O:4])[CH:2]=[CH2:3])[CH:15]=2)=[N:11][CH:12]=1, predict the reactants needed to synthesize it. The reactants are: [C:1](Cl)(=[O:4])[CH:2]=[CH2:3].[Cl:6][C:7]1[C:8]([C:30]2[C:38]3[C:33](=[CH:34][CH:35]=[CH:36][CH:37]=3)[NH:32][CH:31]=2)=[N:9][C:10]([NH:13][C:14]2[CH:15]=[C:16]([NH2:29])[C:17]([C:22]3[CH2:23][CH2:24][N:25]([CH3:28])[CH2:26][CH:27]=3)=[CH:18][C:19]=2[O:20][CH3:21])=[N:11][CH:12]=1.CCN(C(C)C)C(C)C.